This data is from Forward reaction prediction with 1.9M reactions from USPTO patents (1976-2016). The task is: Predict the product of the given reaction. (1) Given the reactants [CH3:1][O:2][C:3](=[O:17])[CH2:4][S:5][C:6]1[C:14]2[C:9](=[CH:10][CH:11]=[C:12]([O:15][CH3:16])[CH:13]=2)[NH:8][CH:7]=1.[OH-].[K+].[Cl:20][C:21]1[CH:22]=[C:23]([S:28](Cl)(=[O:30])=[O:29])[CH:24]=[CH:25][C:26]=1[Cl:27], predict the reaction product. The product is: [CH3:1][O:2][C:3](=[O:17])[CH2:4][S:5][C:6]1[C:14]2[C:9](=[CH:10][CH:11]=[C:12]([O:15][CH3:16])[CH:13]=2)[N:8]([S:28]([C:23]2[CH:24]=[CH:25][C:26]([Cl:27])=[C:21]([Cl:20])[CH:22]=2)(=[O:30])=[O:29])[CH:7]=1. (2) Given the reactants [CH3:1][N:2]1[C:6]2[CH:7]=[CH:8][CH:9]=[C:10]([C:11](O)=[O:12])[C:5]=2[N:4]=[C:3]1[CH2:14][N:15]([CH3:26])[CH:16]1[C:25]2[N:24]=[CH:23][CH:22]=[CH:21][C:20]=2[CH2:19][CH2:18][CH2:17]1.O=C1N(P(Cl)(N2CCOC2=O)=O)CCO1.C(OC([N:49]1[CH2:54][CH2:53][NH:52][CH2:51][CH2:50]1)=O)CCC.C(N(CC)C(C)C)(C)C, predict the reaction product. The product is: [CH3:26][N:15]([CH2:14][C:3]1[N:2]([CH3:1])[C:6]2[CH:7]=[CH:8][CH:9]=[C:10]([C:11]([N:49]3[CH2:54][CH2:53][NH:52][CH2:51][CH2:50]3)=[O:12])[C:5]=2[N:4]=1)[CH:16]1[C:25]2[N:24]=[CH:23][CH:22]=[CH:21][C:20]=2[CH2:19][CH2:18][CH2:17]1. (3) Given the reactants [Cl:1][C:2]1[CH:8]=[CH:7][C:5]([NH2:6])=[CH:4][CH:3]=1.[N:9]1C=CC(C=O)=CC=1.[C:17](O)(=O)[CH3:18].C(O[BH-](O[C:31](=O)[CH3:32])OC(=O)C)(=O)C.[Na+].Cl[CH:36](Cl)[CH3:37], predict the reaction product. The product is: [Cl:1][C:2]1[CH:8]=[CH:7][C:5]([N:6]2[CH:32]=[CH:31][C:17]([CH2:18][NH2:9])=[CH:37][CH2:36]2)=[CH:4][CH:3]=1.